This data is from Reaction yield outcomes from USPTO patents with 853,638 reactions. The task is: Predict the reaction yield, written as a fraction of the theoretical maximum amount of product (1.0 means a 100% yield; for example, 0.34 means a 34% yield). (1) The yield is 0.850. The reactants are Cl.[NH2:2][CH2:3][CH2:4][N:5]1[C:9]2[CH:10]=[CH:11][CH:12]=[CH:13][C:8]=2[NH:7][C:6]1=[O:14].[C:15](O[C:15]([O:16][C:17]([CH3:20])([CH3:19])[CH3:18])=[O:21])(=[O:21])[O:16][C:17]([CH3:20])([CH3:19])[CH3:18]. The product is [C:17]([O:16][C:15](=[O:21])[NH:2][CH2:3][CH2:4][N:5]1[C:9]2[CH:10]=[CH:11][CH:12]=[CH:13][C:8]=2[NH:7][C:6]1=[O:14])([CH3:20])([CH3:19])[CH3:18]. The catalyst is C1COCC1. (2) The reactants are [CH3:1][O:2][C:3]1[CH:4]=[C:5]2[C:10](=[CH:11][C:12]=1[O:13][CH3:14])[N:9]=[CH:8][CH:7]=[C:6]2[O:15][C:16]1[N:21]=[CH:20][C:19]([NH2:22])=[CH:18][CH:17]=1.[C:23]1([CH2:29][C:30]([N:32]=[C:33]=[S:34])=[O:31])[CH:28]=[CH:27][CH:26]=[CH:25][CH:24]=1. The catalyst is CCOC(C)=O.CO. The product is [CH3:1][O:2][C:3]1[CH:4]=[C:5]2[C:10](=[CH:11][C:12]=1[O:13][CH3:14])[N:9]=[CH:8][CH:7]=[C:6]2[O:15][C:16]1[N:21]=[CH:20][C:19]([NH:22][C:33]([NH:32][C:30](=[O:31])[CH2:29][C:23]2[CH:24]=[CH:25][CH:26]=[CH:27][CH:28]=2)=[S:34])=[CH:18][CH:17]=1. The yield is 0.297. (3) The reactants are [NH2:1][C:2]1[CH:29]=[CH:28][C:5]([O:6][C:7]2[C:16]3[C:11](=[CH:12][C:13]([O:19][CH2:20][CH:21]4[CH2:26][CH2:25][CH2:24][N:23]([CH3:27])[CH2:22]4)=[C:14]([C:17]#[N:18])[CH:15]=3)[N:10]=[CH:9][CH:8]=2)=[CH:4][C:3]=1[Cl:30].[N:31]1[CH:36]=C[CH:34]=[CH:33][CH:32]=1.C1([O:43]C(Cl)=O)C=CC=CC=1.C1(N)CC1.C(=O)(O)[O-].[Na+]. The catalyst is CN(C)C=O.C(OCC)(=O)C. The product is [Cl:30][C:3]1[CH:4]=[C:5]([O:6][C:7]2[C:16]3[C:11](=[CH:12][C:13]([O:19][CH2:20][CH:21]4[CH2:26][CH2:25][CH2:24][N:23]([CH3:27])[CH2:22]4)=[C:14]([C:17]#[N:18])[CH:15]=3)[N:10]=[CH:9][CH:8]=2)[CH:28]=[CH:29][C:2]=1[NH:1][C:36]([NH:31][CH:32]1[CH2:34][CH2:33]1)=[O:43]. The yield is 0.675. (4) The reactants are [Br:1][C:2]1[CH:3]=[CH:4][C:5]([O:16][CH2:17][C:18]2[CH:23]=[CH:22][CH:21]=[CH:20][CH:19]=2)=[C:6]([C:8](=O)[CH2:9][CH2:10][C:11](=O)[CH2:12][CH3:13])[CH:7]=1.[CH2:24]([O:26][C:27](=[O:35])[C:28]1[CH:33]=[CH:32][CH:31]=[C:30]([NH2:34])[CH:29]=1)[CH3:25].CC1C=CC(S(O)(=O)=O)=CC=1. The catalyst is C1(C)C=CC=CC=1.CCOC(C)=O. The product is [CH2:24]([O:26][C:27](=[O:35])[C:28]1[CH:33]=[CH:32][CH:31]=[C:30]([N:34]2[C:11]([CH2:12][CH3:13])=[CH:10][CH:9]=[C:8]2[C:6]2[CH:7]=[C:2]([Br:1])[CH:3]=[CH:4][C:5]=2[O:16][CH2:17][C:18]2[CH:23]=[CH:22][CH:21]=[CH:20][CH:19]=2)[CH:29]=1)[CH3:25]. The yield is 0.570. (5) The reactants are [NH:1]1[CH2:6][CH2:5][CH:4]([OH:7])[CH2:3][CH2:2]1.C([O-])([O-])=O.[K+].[K+].[CH:14]1(Br)[CH2:17][CH2:16][CH2:15]1. The catalyst is CN(C=O)C.CC#N. The product is [CH:14]1([N:1]2[CH2:6][CH2:5][CH:4]([OH:7])[CH2:3][CH2:2]2)[CH2:17][CH2:16][CH2:15]1. The yield is 0.390.